Dataset: Reaction yield outcomes from USPTO patents with 853,638 reactions. Task: Predict the reaction yield, written as a fraction of the theoretical maximum amount of product (1.0 means a 100% yield; for example, 0.34 means a 34% yield). (1) The reactants are IC.[Cl:3][C:4]1[N:9]=[C:8]([NH:10][C:11]2[CH:16]=[C:15]([O:17][CH3:18])[CH:14]=[CH:13][C:12]=2[CH2:19][OH:20])[CH:7]=[CH:6][N:5]=1.[C:21](=O)([O-])[O-].[K+].[K+]. The catalyst is CN(C=O)C. The product is [Cl:3][C:4]1[N:9]=[C:8]([N:10]([CH3:21])[C:11]2[CH:16]=[C:15]([O:17][CH3:18])[CH:14]=[CH:13][C:12]=2[CH2:19][OH:20])[CH:7]=[CH:6][N:5]=1. The yield is 0.594. (2) The reactants are C([N:3]([CH2:6]C)CC)C.C1(P(N=[N+]=[N-])(C2C=CC=CC=2)=[O:15])C=CC=CC=1.[C:25]([OH:29])([CH3:28])([CH3:27])[CH3:26].[CH3:30][C:31]1[CH:39]=[CH:38][C:34](C(O)=O)=[CH:33][N:32]=1. The catalyst is O1CCOCC1. The product is [C:25]([O:29][C:6](=[O:15])[NH:3][C:34]1[CH:33]=[N:32][C:31]([CH3:30])=[CH:39][CH:38]=1)([CH3:28])([CH3:27])[CH3:26]. The yield is 0.880. (3) The reactants are [F:1][C:2]1[CH:8]=[CH:7][C:5]([NH2:6])=[CH:4][CH:3]=1.Br[CH:10]([C:16]1[CH:21]=[CH:20][CH:19]=[CH:18][CH:17]=1)[C:11]([O:13][CH2:14][CH3:15])=[O:12]. The catalyst is C(#N)C. The product is [F:1][C:2]1[CH:8]=[CH:7][C:5]([NH:6][CH:10]([C:16]2[CH:21]=[CH:20][CH:19]=[CH:18][CH:17]=2)[C:11]([O:13][CH2:14][CH3:15])=[O:12])=[CH:4][CH:3]=1. The yield is 0.723. (4) The reactants are [Br:1][C:2]1[CH:7]=[C:6]([CH2:8][C:9]2[CH:14]=[CH:13][C:12]([CH2:15][CH3:16])=[CH:11][CH:10]=2)[C:5]([Cl:17])=[CH:4][C:3]=1[OH:18].[H-].[Na+].Br[CH2:22][CH2:23][OH:24]. The catalyst is CN(C=O)C. The product is [Br:1][C:2]1[CH:7]=[C:6]([CH2:8][C:9]2[CH:14]=[CH:13][C:12]([CH2:15][CH3:16])=[CH:11][CH:10]=2)[C:5]([Cl:17])=[CH:4][C:3]=1[O:18][CH2:22][CH2:23][OH:24]. The yield is 0.810. (5) The reactants are [CH3:1][C:2]1[CH:3]=[CH:4][C:5]([C:8]([OH:10])=[O:9])=[CH:6][CH:7]=1.S(Cl)(Cl)=O.[C:15]([O-])(O)=O.[Na+]. The catalyst is CO. The product is [CH3:15][O:9][C:8]([C:5]1[CH:6]=[CH:7][C:2]([CH3:1])=[CH:3][CH:4]=1)=[O:10]. The yield is 0.930. (6) The reactants are FC(F)(F)S(O[C:7]1[CH:8]=[C:9]2[C:13](=[CH:14][CH:15]=1)[N:12]([C:16]([O:18][C:19]([CH3:22])([CH3:21])[CH3:20])=[O:17])[C:11]([C:23]([O:25][CH2:26][CH3:27])=[O:24])=[CH:10]2)(=O)=O.CC1(C)C(C)(C)OB([C:38]2[CH:43]=[CH:42][C:41]([OH:44])=[CH:40][CH:39]=2)O1.C1(P(C2C=CC=CC=2)C2C=CC=CC=2)C=CC=CC=1.P([O-])([O-])([O-])=O.[K+].[K+].[K+].O. The catalyst is O1CCOCC1.C([O-])(=O)C.[Pd+2].C([O-])(=O)C. The product is [OH:44][C:41]1[CH:42]=[CH:43][C:38]([C:7]2[CH:8]=[C:9]3[C:13](=[CH:14][CH:15]=2)[N:12]([C:16]([O:18][C:19]([CH3:22])([CH3:20])[CH3:21])=[O:17])[C:11]([C:23]([O:25][CH2:26][CH3:27])=[O:24])=[CH:10]3)=[CH:39][CH:40]=1. The yield is 0.500. (7) The reactants are [C:1]1([C@H:11]([NH:13][C@H:14]2[CH2:18][CH2:17][C@@H:16]([C:19]3[CH:28]=[CH:27][C:22]([O:23][CH2:24][C:25]#[N:26])=[CH:21][CH:20]=3)[CH2:15]2)[CH3:12])[C:10]2[C:5](=[CH:6][CH:7]=[CH:8][CH:9]=2)[CH:4]=[CH:3][CH:2]=1.[Cl-:29].[NH4+].[N-:31]=[N+:32]=[N-:33].[Na+].O. The catalyst is CN(C)C=O. The product is [ClH:29].[C:1]1([C@H:11]([NH:13][C@H:14]2[CH2:18][CH2:17][C@@H:16]([C:19]3[CH:20]=[CH:21][C:22]([O:23][CH2:24][C:25]4[N:31]=[N:32][NH:33][N:26]=4)=[CH:27][CH:28]=3)[CH2:15]2)[CH3:12])[C:10]2[C:5](=[CH:6][CH:7]=[CH:8][CH:9]=2)[CH:4]=[CH:3][CH:2]=1. The yield is 0.600. (8) The reactants are [CH3:1][O:2][C:3]([C:5]1[C:14]([F:15])=[C:13]2[C:8]([CH2:9][C:10]([CH3:24])([CH3:23])[CH:11]([C:16]3[CH:21]=[CH:20][CH:19]=[C:18](Br)[CH:17]=3)[NH:12]2)=[CH:7][CH:6]=1)=[O:4].[NH:25]1[CH2:30][CH2:29][O:28][CH2:27][CH2:26]1.Cl.CN(C)CC(O)=O.C(=O)([O-])[O-].[K+].[K+]. The catalyst is CS(C)=O.[Cu]I. The product is [CH3:1][O:2][C:3]([C:5]1[C:14]([F:15])=[C:13]2[C:8]([CH2:9][C:10]([CH3:24])([CH3:23])[CH:11]([C:16]3[CH:21]=[CH:20][CH:19]=[C:18]([N:25]4[CH2:30][CH2:29][O:28][CH2:27][CH2:26]4)[CH:17]=3)[NH:12]2)=[CH:7][CH:6]=1)=[O:4]. The yield is 0.800. (9) The reactants are [NH2:1][C:2]1[CH:22]=[CH:21][C:5]([O:6][C:7]2[CH:12]=[CH:11][N:10]=[C:9]([NH:13][C:14]([N:16]3[CH2:20][CH2:19][CH2:18][CH2:17]3)=[O:15])[CH:8]=2)=[CH:4][CH:3]=1.C(N(CC)CC)C.[F:30][P-](F)(F)(F)(F)F.[N:37]1(O[P+](N(C)C)(N(C)C)N(C)C)[C:41]2[CH:42]=[CH:43][CH:44]=[CH:45][C:40]=2N=N1.C([O:59][CH2:60][CH3:61])C.CN(C)[CH:64]=[O:65]. The catalyst is CCCCCC. The product is [F:30][C:44]1[CH:43]=[CH:42][C:41]([NH:37][C:60](=[O:59])[CH2:61][C:64]([NH:1][C:2]2[CH:22]=[CH:21][C:5]([O:6][C:7]3[CH:12]=[CH:11][N:10]=[C:9]([NH:13][C:14]([N:16]4[CH2:20][CH2:19][CH2:18][CH2:17]4)=[O:15])[CH:8]=3)=[CH:4][CH:3]=2)=[O:65])=[CH:40][CH:45]=1. The yield is 0.834. (10) The reactants are [H-].[Na+].[Cl:3][C:4]1[C:5]([Cl:25])=[CH:6][C:7]2[C:8]3[CH2:17][CH2:16][N:15]([C:18]([O:20][C:21]([CH3:24])([CH3:23])[CH3:22])=[O:19])[CH2:14][CH2:13][C:9]=3[NH:10][C:11]=2[CH:12]=1.Br[CH2:27][C:28]([O:30][CH2:31][CH3:32])=[O:29]. The catalyst is CN(C=O)C. The product is [Cl:3][C:4]1[C:5]([Cl:25])=[CH:6][C:7]2[C:8]3[CH2:17][CH2:16][N:15]([C:18]([O:20][C:21]([CH3:22])([CH3:24])[CH3:23])=[O:19])[CH2:14][CH2:13][C:9]=3[N:10]([CH2:27][C:28]([O:30][CH2:31][CH3:32])=[O:29])[C:11]=2[CH:12]=1. The yield is 0.840.